The task is: Predict which catalyst facilitates the given reaction.. This data is from Catalyst prediction with 721,799 reactions and 888 catalyst types from USPTO. (1) Reactant: [Cl:1][C:2]1[CH:7]=[CH:6][C:5](F)=[C:4]([N+:9]([O-:11])=[O:10])[CH:3]=1.[CH2:12]([NH:15][CH3:16])[CH:13]=[CH2:14]. Product: [CH2:12]([N:15]([C:5]1[CH:6]=[CH:7][C:2]([Cl:1])=[CH:3][C:4]=1[N+:9]([O-:11])=[O:10])[CH3:16])[CH:13]=[CH2:14]. The catalyst class is: 10. (2) Reactant: [Cl:1][C:2]1[CH:3]=[C:4]([C@@H:8]2[C@@H:13]([C:14]3[CH:19]=[CH:18][C:17]([Cl:20])=[CH:16][CH:15]=3)[N:12]([C@H:21]([CH2:24][C:25](=[O:27])[CH3:26])[CH2:22][CH3:23])[C:11](=[O:28])[C@:10]([CH2:30][C:31]([OH:33])=[O:32])([CH3:29])[CH2:9]2)[CH:5]=[CH:6][CH:7]=1.[BH4-].[Na+]. Product: [Cl:1][C:2]1[CH:3]=[C:4]([C@@H:8]2[C@@H:13]([C:14]3[CH:19]=[CH:18][C:17]([Cl:20])=[CH:16][CH:15]=3)[N:12]([C@H:21]([CH2:24][CH:25]([OH:27])[CH3:26])[CH2:22][CH3:23])[C:11](=[O:28])[C@:10]([CH2:30][C:31]([OH:33])=[O:32])([CH3:29])[CH2:9]2)[CH:5]=[CH:6][CH:7]=1. The catalyst class is: 798.